Dataset: NCI-60 drug combinations with 297,098 pairs across 59 cell lines. Task: Regression. Given two drug SMILES strings and cell line genomic features, predict the synergy score measuring deviation from expected non-interaction effect. (1) Drug 1: C1=C(C(=O)NC(=O)N1)F. Drug 2: C1=CC=C(C=C1)NC(=O)CCCCCCC(=O)NO. Cell line: NCI-H460. Synergy scores: CSS=61.6, Synergy_ZIP=1.01, Synergy_Bliss=-2.05, Synergy_Loewe=-4.40, Synergy_HSA=3.09. (2) Drug 1: C1=NC2=C(N1)C(=S)N=C(N2)N. Drug 2: CC(C)CN1C=NC2=C1C3=CC=CC=C3N=C2N. Cell line: HCT-15. Synergy scores: CSS=32.8, Synergy_ZIP=1.33, Synergy_Bliss=2.44, Synergy_Loewe=-5.53, Synergy_HSA=1.27. (3) Drug 1: C(CCl)NC(=O)N(CCCl)N=O. Drug 2: N.N.Cl[Pt+2]Cl. Cell line: SNB-19. Synergy scores: CSS=23.1, Synergy_ZIP=1.34, Synergy_Bliss=7.14, Synergy_Loewe=-10.00, Synergy_HSA=4.60. (4) Drug 1: CC1=C(N=C(N=C1N)C(CC(=O)N)NCC(C(=O)N)N)C(=O)NC(C(C2=CN=CN2)OC3C(C(C(C(O3)CO)O)O)OC4C(C(C(C(O4)CO)O)OC(=O)N)O)C(=O)NC(C)C(C(C)C(=O)NC(C(C)O)C(=O)NCCC5=NC(=CS5)C6=NC(=CS6)C(=O)NCCC[S+](C)C)O. Drug 2: CC(C)CN1C=NC2=C1C3=CC=CC=C3N=C2N. Cell line: BT-549. Synergy scores: CSS=27.8, Synergy_ZIP=-4.59, Synergy_Bliss=-3.64, Synergy_Loewe=-6.67, Synergy_HSA=-5.37.